Dataset: Forward reaction prediction with 1.9M reactions from USPTO patents (1976-2016). Task: Predict the product of the given reaction. (1) Given the reactants [F:1][C:2]1[CH:9]=[C:8]([C:10]2[CH:15]=[C:14]([N:16]3[CH2:21][CH2:20][O:19][CH2:18][C@H:17]3[CH:22]([CH3:24])[CH3:23])[N:13]=[C:12]([NH:25][CH3:26])[N:11]=2)[CH:7]=[C:6](F)[C:3]=1[C:4]#[N:5].C1(C)C=CC=CC=1.[H-].[Na+].[CH3:37][CH2:38][O-:39].[Na+], predict the reaction product. The product is: [CH2:38]([O:39][C:6]1[CH:7]=[C:8]([C:10]2[CH:15]=[C:14]([N:16]3[CH2:21][CH2:20][O:19][CH2:18][C@H:17]3[CH:22]([CH3:24])[CH3:23])[N:13]=[C:12]([NH:25][CH3:26])[N:11]=2)[CH:9]=[C:2]([F:1])[C:3]=1[C:4]#[N:5])[CH3:37]. (2) Given the reactants S(F)(O)(=O)=O.C[OH:7].CN[C:10]1[C:11](C)=[CH:12][CH:13]=[CH:14][C:15]=1[CH3:16].CN[C:20]1[C:21](C)=[CH:22][CH:23]=[CH:24][CH:25]=1, predict the reaction product. The product is: [CH:14]1[C:15]2[CH2:16][C:21]3[C:20](=[CH:25][CH:24]=[CH:23][CH:22]=3)[O:7][C:10]=2[CH:11]=[CH:12][CH:13]=1.